From a dataset of Human Reference Interactome with 51,813 positive PPI pairs across 8,248 proteins, plus equal number of experimentally-validated negative pairs. Binary Classification. Given two protein amino acid sequences, predict whether they physically interact or not. (1) Protein 1 (ENSG00000173588) has sequence MVVSTFTDMDTFPNNFPPGGDSGLTGSQSEFQKMLIDERLRCEHHKANYQTLKAEHTRLQNEHVKLQNELKHLFNEKQTQQEKLQLLLEELRGELVEKTKDLEEMKLQILTPQKLELLRAQIQQELETPMRERFRNLDEEVEKYRAVYNKLRYEHTFLKSEFEHQKEEYARILDEGKIKYESEIARLEEDKEELRNQLLNVDLTKDSKRVEQLAREKVYLCQKLKGLEAEVAELKAEKENSEAQVENAQRIQVRQLAEMQATVRSLEAEKQSANLRAERLEKELQSSSEQNTFLINKLHK.... Protein 2 (ENSG00000168005) has sequence MALKAEGAALDCFEVTLKCEEGEDEEEAMVVAVIPRPEPMLRVTQQEKTPPPRPSPLEAGSDGCEEPKQQVSWEQEFLVGSSPGGSGRALCMVCGAEIRAPSADTARSHILEQHPHTLDLSPSEKSNILEAWSEGVALLQDVRAEQPSPPNSDSGQDAHPDPDANPDAARMPAEIVVLLDSEDNPSLPKRSRPRGLRPLELPAVPATEPGNKKPRGQRWKEPPGEEPVRKKRGRPMTKNLDPDPEPPSPDSPTETFAAPAEVRHFTDGSFPAGFVLQLFSHTQLRGPDSKDSPKDREVAE.... Result: 0 (the proteins do not interact). (2) Protein 1 (ENSG00000127561) has sequence MEGASFGAGRAGAALDPVSFARRPQTLLRVASWVFSIAVFGPIVNEGYVNTDSGPELRCVFNGNAGACRFGVALGLGAFLACAAFLLLDVRFQQISSVRDRRRAVLLDLGFSGLWSFLWFVGFCFLTNQWQRTAPGPATTQAGDAARAAIAFSFFSILSWVALTVKALQRFRLGTDMSLFATEQLSTGASQAYPGYPVGSGVEGTETYQSPPFTETLDTSPKGYQVPAY*MCASSKSAASATAGARCCWTWASQDSGPSCGSWASASSPISGSARRQGRPRRRRGTRRGPPSPSASSPSS.... Protein 2 (ENSG00000226742) has sequence MDVRGPEAPGGRALRDAAENLFQELQEHFQALTATLNLRMEEMGNRIEDLQKNVKDLMVQAGIENSIKEQMLKT*MDVRGPEAPGGRALRDAAENLFQELQEHFQALTATLNLRNILFYL*. Result: 1 (the proteins interact).